This data is from Reaction yield outcomes from USPTO patents with 853,638 reactions. The task is: Predict the reaction yield, written as a fraction of the theoretical maximum amount of product (1.0 means a 100% yield; for example, 0.34 means a 34% yield). (1) The reactants are [OH:1][CH2:2][CH2:3][O:4][C@@H:5]1[CH2:10][CH2:9][C@H:8]([N:11]2[C:16](=[O:17])[C:15]([CH2:18][C:19]3[CH:24]=[CH:23][C:22]([C:25]4[C:26]([C:31]#[N:32])=[CH:27][CH:28]=[CH:29][CH:30]=4)=[CH:21][CH:20]=3)=[C:14]([CH2:33][CH2:34][CH3:35])[N:13]3[N:36]=[C:37]([CH3:39])[N:38]=[C:12]23)[CH2:7][CH2:6]1.[N:40]1C(C)=CC=CC=1C.FC(F)(F)S(O[Si](C(C)(C)C)(C)C)(=O)=O.Cl.N12CCCN=C1CCCCC2.[C:75]([O:78]CC)(=[O:77])C. The catalyst is O1CCCC1.O. The product is [OH:1][CH2:2][CH2:3][O:4][C@@H:5]1[CH2:10][CH2:9][C@H:8]([N:11]2[C:16](=[O:17])[C:15]([CH2:18][C:19]3[CH:24]=[CH:23][C:22]([C:25]4[CH:30]=[CH:29][CH:28]=[CH:27][C:26]=4[C:31]4[NH:40][C:75](=[O:77])[O:78][N:32]=4)=[CH:21][CH:20]=3)=[C:14]([CH2:33][CH2:34][CH3:35])[N:13]3[N:36]=[C:37]([CH3:39])[N:38]=[C:12]23)[CH2:7][CH2:6]1. The yield is 0.100. (2) The product is [O:19]=[C:18]1[CH:17]=[CH:16][N:15]([C:20]2[CH:25]=[CH:24][CH:23]=[C:22]([C:26]([F:29])([F:28])[F:27])[CH:21]=2)[N:14]=[C:13]1[CH:12]=[O:11]. The catalyst is C1COCC1.Cl. The reactants are C(Cl)(=O)C(Cl)=O.CS(C)=O.[OH:11][CH2:12][C:13]1[C:18](=[O:19])[CH:17]=[CH:16][N:15]([C:20]2[CH:25]=[CH:24][CH:23]=[C:22]([C:26]([F:29])([F:28])[F:27])[CH:21]=2)[N:14]=1.CCN(CC)CC. The yield is 0.510. (3) The reactants are Br[C:2]1[CH:11]=[CH:10][C:9]2[C:4](=[CH:5][CH:6]=[C:7]([O:12][C@H:13]3[CH2:18][CH2:17][C@H:16]([C:19]([CH3:22])([CH3:21])[CH3:20])[CH2:15][CH2:14]3)[CH:8]=2)[CH:3]=1.[Li]CCCC.CN([CH:31]=[O:32])C.Cl. The catalyst is C1COCC1. The product is [C:19]([C@H:16]1[CH2:17][CH2:18][C@H:13]([O:12][C:7]2[CH:8]=[C:9]3[C:4](=[CH:5][CH:6]=2)[CH:3]=[C:2]([CH:31]=[O:32])[CH:11]=[CH:10]3)[CH2:14][CH2:15]1)([CH3:22])([CH3:21])[CH3:20]. The yield is 0.600. (4) The reactants are [Cl:1][C:2]1[CH:7]=[CH:6][C:5]([OH:8])=[CH:4][CH:3]=1.[Br:9][C:10]1[CH:15]=[C:14](F)[CH:13]=[CH:12][C:11]=1[Cl:17].[NH4+].[Cl-]. No catalyst specified. The product is [Br:9][C:10]1[CH:15]=[C:14]([O:8][C:5]2[CH:6]=[CH:7][C:2]([Cl:1])=[CH:3][CH:4]=2)[CH:13]=[CH:12][C:11]=1[Cl:17]. The yield is 0.500. (5) The reactants are [Cl:1][C:2]1[CH:28]=[CH:27][CH:26]=[CH:25][C:3]=1[O:4][C:5]1[CH2:9][N:8]([CH:10]([CH2:14][CH:15]([C:20]([F:23])([F:22])[F:21])[C:16]([F:19])([F:18])[F:17])[C:11](O)=[O:12])[C:7](=[O:24])[CH:6]=1.[CH3:29][C:30]1([CH3:42])[O:34][C@H:33]([CH2:35][N:36]2[CH:40]=[CH:39][C:38]([NH2:41])=[N:37]2)[CH2:32][O:31]1.C(N(CC)C(C)C)(C)C.F[P-](F)(F)(F)(F)F.N1(O[P+](N(C)C)(N(C)C)N(C)C)C2C=CC=CC=2N=N1. The catalyst is CN(C)C=O.C(OCC)(=O)C. The product is [CH3:29][C:30]1([CH3:42])[O:34][C@H:33]([CH2:35][N:36]2[CH:40]=[CH:39][C:38]([NH:41][C:11](=[O:12])[CH:10]([N:8]3[CH2:9][C:5]([O:4][C:3]4[CH:25]=[CH:26][CH:27]=[CH:28][C:2]=4[Cl:1])=[CH:6][C:7]3=[O:24])[CH2:14][CH:15]([C:20]([F:22])([F:23])[F:21])[C:16]([F:19])([F:17])[F:18])=[N:37]2)[CH2:32][O:31]1. The yield is 0.770. (6) The reactants are C(O)(=O)C.[OH:5][N:6]1[C:11]([CH3:13])([CH3:12])[CH2:10][C:9](=[O:14])[CH2:8][C:7]1([CH3:16])[CH3:15].C(#N)C.OO.[CH2:22]1[CH2:27][CH2:26][CH2:25][CH2:24][CH2:23]1. The catalyst is O. The product is [CH:22]1([O:5][N:6]2[C:11]([CH3:12])([CH3:13])[CH2:10][C:9](=[O:14])[CH2:8][C:7]2([CH3:16])[CH3:15])[CH2:27][CH2:26][CH2:25][CH2:24][CH2:23]1. The yield is 0.660. (7) The reactants are [C:1]([O:4][CH2:5][C:6]1[C:11]([N:12]2[CH2:24][CH2:23][N:15]3[C:16]4[CH2:17][CH2:18][CH2:19][CH2:20][C:21]=4[CH:22]=[C:14]3[C:13]2=[O:25])=[CH:10][C:9]([F:26])=[CH:8][C:7]=1B1OC(C)(C)C(C)(C)O1)(=[O:3])[CH3:2].Br[C:37]1[CH:38]=[C:39]([NH:45][C:46]2[CH:55]=[C:49]3[CH2:50][N:51]([CH3:54])[CH2:52][CH2:53][N:48]3[N:47]=2)[C:40](=[O:44])[N:41]([CH3:43])[CH:42]=1.CC(O[Na])=O.[O-]P([O-])([O-])=O.[K+].[K+].[K+]. The yield is 0.630. The catalyst is CC#N.O.C1C=CC(P(C2C=CC=CC=2)[C-]2C=CC=C2)=CC=1.C1C=CC(P(C2C=CC=CC=2)[C-]2C=CC=C2)=CC=1.Cl[Pd]Cl.[Fe+2]. The product is [C:1]([O:4][CH2:5][C:6]1[C:11]([N:12]2[CH2:24][CH2:23][N:15]3[C:16]4[CH2:17][CH2:18][CH2:19][CH2:20][C:21]=4[CH:22]=[C:14]3[C:13]2=[O:25])=[CH:10][C:9]([F:26])=[CH:8][C:7]=1[C:37]1[CH:38]=[C:39]([NH:45][C:46]2[CH:55]=[C:49]3[CH2:50][N:51]([CH3:54])[CH2:52][CH2:53][N:48]3[N:47]=2)[C:40](=[O:44])[N:41]([CH3:43])[CH:42]=1)(=[O:3])[CH3:2].